Dataset: Peptide-MHC class I binding affinity with 185,985 pairs from IEDB/IMGT. Task: Regression. Given a peptide amino acid sequence and an MHC pseudo amino acid sequence, predict their binding affinity value. This is MHC class I binding data. The peptide sequence is RTITTGSPI. The MHC is Patr-B0101 with pseudo-sequence Patr-B0101. The binding affinity (normalized) is 0.907.